Dataset: Catalyst prediction with 721,799 reactions and 888 catalyst types from USPTO. Task: Predict which catalyst facilitates the given reaction. (1) Product: [OH:13][CH:10]([CH2:6][CH2:7][CH2:8][CH3:9])[C:11]([NH2:12])=[O:2]. Reactant: S(=O)(=O)(O)[OH:2].[CH2:6]([CH:10]([OH:13])[C:11]#[N:12])[CH2:7][CH2:8][CH3:9].C#N. The catalyst class is: 6. (2) Reactant: [O:1]1[CH:5]=[C:4]([CH2:6][OH:7])[N:3]=[CH:2]1.N1C=CN=C1.[Si:13](Cl)([C:26]([CH3:29])([CH3:28])[CH3:27])([C:20]1[CH:25]=[CH:24][CH:23]=[CH:22][CH:21]=1)[C:14]1[CH:19]=[CH:18][CH:17]=[CH:16][CH:15]=1.O. The catalyst class is: 3. Product: [CH3:29][C:26]([Si:13]([C:20]1[CH:25]=[CH:24][CH:23]=[CH:22][CH:21]=1)([C:14]1[CH:15]=[CH:16][CH:17]=[CH:18][CH:19]=1)[O:7][CH2:6][C:4]1[N:3]=[CH:2][O:1][CH:5]=1)([CH3:27])[CH3:28]. (3) Reactant: [O:1]=[S:2]1(=[O:27])[C:15]2[C:10](=[CH:11][CH:12]=[CH:13][CH:14]=2)[NH:9][C:8]2[CH:7]=[C:6]([CH:16]([CH2:20][CH:21]3[CH2:26][CH2:25][O:24][CH2:23][CH2:22]3)[C:17]([OH:19])=O)[CH:5]=[CH:4][C:3]1=2.[CH3:28][N:29]1[CH:33]=[CH:32][C:31]([NH2:34])=[N:30]1.C(N(CC)C(C)C)(C)C.CN(C(ON1N=NC2C=CC=NC1=2)=[N+](C)C)C.F[P-](F)(F)(F)(F)F.C1C=NC2N(O)N=NC=2C=1. Product: [O:1]=[S:2]1(=[O:27])[C:15]2[C:10](=[CH:11][CH:12]=[CH:13][CH:14]=2)[NH:9][C:8]2[CH:7]=[C:6]([CH:16]([CH2:20][CH:21]3[CH2:22][CH2:23][O:24][CH2:25][CH2:26]3)[C:17]([NH:34][C:31]3[CH:32]=[CH:33][N:29]([CH3:28])[N:30]=3)=[O:19])[CH:5]=[CH:4][C:3]1=2. The catalyst class is: 42. (4) Reactant: [CH3:1][C:2]1[N:7]2[N:8]=[C:9]([CH2:11][CH2:12][C:13]3[N:22]=[C:21]4[C:16]([CH2:17][CH2:18][CH:19]([CH3:30])[N:20]4C(OC(C)(C)C)=O)=[CH:15][CH:14]=3)[N:10]=[C:6]2[C:5]([CH3:31])=[N:4][CH:3]=1. Product: [CH3:1][C:2]1[N:7]2[N:8]=[C:9]([CH2:11][CH2:12][C:13]3[N:22]=[C:21]4[C:16]([CH2:17][CH2:18][CH:19]([CH3:30])[NH:20]4)=[CH:15][CH:14]=3)[N:10]=[C:6]2[C:5]([CH3:31])=[N:4][CH:3]=1. The catalyst class is: 55. (5) Reactant: [CH3:1][O:2][C:3](=[O:24])[C:4]1[CH:9]=[CH:8][C:7]([CH:10]2[CH2:15][CH2:14][N:13]([C:16]3[CH:21]=[CH:20][C:19]([CH:22]=O)=[CH:18][CH:17]=3)[CH2:12][CH2:11]2)=[CH:6][CH:5]=1.[BH-](OC(C)=O)(OC(C)=O)OC(C)=O.[Na+].[NH:39]1[CH2:44][CH2:43][O:42][CH2:41][CH2:40]1. Product: [CH3:1][O:2][C:3](=[O:24])[C:4]1[CH:5]=[CH:6][C:7]([CH:10]2[CH2:15][CH2:14][N:13]([C:16]3[CH:17]=[CH:18][C:19]([CH2:22][N:39]4[CH2:44][CH2:43][O:42][CH2:41][CH2:40]4)=[CH:20][CH:21]=3)[CH2:12][CH2:11]2)=[CH:8][CH:9]=1. The catalyst class is: 2. (6) Reactant: S(Cl)([Cl:3])=O.O[CH2:6][C:7]1[CH:8]=[CH:9][C:10]([C:13]#[N:14])=[N:11][CH:12]=1. Product: [ClH:3].[Cl:3][CH2:6][C:7]1[CH:8]=[CH:9][C:10]([C:13]#[N:14])=[N:11][CH:12]=1. The catalyst class is: 2. (7) Reactant: Cl[C:2]1[N:7]=[C:6]([N:8]2[CH2:12][CH2:11][C@:10]([CH2:15][CH3:16])([C:13]#[N:14])[C:9]2=[O:17])[CH:5]=[CH:4][N:3]=1.[NH2:18][C:19]1[CH:28]=[CH:27][C:22]([C:23]([NH:25][CH3:26])=[O:24])=[CH:21][CH:20]=1.C(O)(=O)C. Product: [C:13]([C@@:10]1([CH2:15][CH3:16])[CH2:11][CH2:12][N:8]([C:6]2[CH:5]=[CH:4][N:3]=[C:2]([NH:18][C:19]3[CH:20]=[CH:21][C:22]([C:23]([NH:25][CH3:26])=[O:24])=[CH:27][CH:28]=3)[N:7]=2)[C:9]1=[O:17])#[N:14]. The catalyst class is: 41. (8) Reactant: [Li+].[OH-].[CH3:3][O:4][C:5]1[CH:21]=[C:20]([O:22][CH3:23])[CH:19]=[CH:18][C:6]=1[CH2:7][N:8]1[C:12](=[O:13])[CH2:11][C@@H:10]([C:14]([O:16]C)=[O:15])[CH2:9]1. Product: [CH3:3][O:4][C:5]1[CH:21]=[C:20]([O:22][CH3:23])[CH:19]=[CH:18][C:6]=1[CH2:7][N:8]1[C:12](=[O:13])[CH2:11][C@@H:10]([C:14]([OH:16])=[O:15])[CH2:9]1. The catalyst class is: 20. (9) Product: [F:1][C:2]1[CH:3]=[C:4]([CH:25]=[CH:26][C:27]=1[F:28])[O:5][CH:6]1[CH2:7][CH2:8][N:9]([CH:12]([CH3:24])[CH2:13][NH2:14])[CH2:10][CH2:11]1. Reactant: [F:1][C:2]1[CH:3]=[C:4]([CH:25]=[CH:26][C:27]=1[F:28])[O:5][CH:6]1[CH2:11][CH2:10][N:9]([CH:12]([CH3:24])[CH2:13][NH:14]C(=O)CC2C=CC=CC=2)[CH2:8][CH2:7]1. The catalyst class is: 33. (10) Reactant: [CH3:1][CH:2]1[CH2:7][CH:6]([CH3:8])[N:5]2[CH:9]=[CH:10][CH:11]=[N:12][C:4]2=[N:3]1. Product: [CH3:1][CH:2]1[CH2:7][CH:6]([CH3:8])[N:5]2[CH2:9][CH2:10][CH2:11][N:12]=[C:4]2[NH:3]1. The catalyst class is: 331.